This data is from Reaction yield outcomes from USPTO patents with 853,638 reactions. The task is: Predict the reaction yield, written as a fraction of the theoretical maximum amount of product (1.0 means a 100% yield; for example, 0.34 means a 34% yield). (1) The reactants are [Cl:1][C:2]1[CH:7]=[CH:6][C:5]([CH2:8][CH2:9][NH2:10])=[CH:4][CH:3]=1.CCN(C(C)C)C(C)C.[Cl:20][C:21]1[CH:29]=[CH:28][C:24]([C:25](Cl)=[O:26])=[CH:23][C:22]=1[N+:30]([O-:32])=[O:31]. The catalyst is C(Cl)Cl. The product is [Cl:1][C:2]1[CH:7]=[CH:6][C:5]([CH2:8][CH2:9][NH:10][C:25](=[O:26])[C:24]2[CH:28]=[CH:29][C:21]([Cl:20])=[C:22]([N+:30]([O-:32])=[O:31])[CH:23]=2)=[CH:4][CH:3]=1. The yield is 0.860. (2) No catalyst specified. The yield is 0.0800. The reactants are Br[C:2]1[CH:3]=[N:4][N:5]2[C:10]([C:11]3[CH:12]=[C:13]([NH:17][C:18](=[O:29])[C:19]4[CH:24]=[CH:23][CH:22]=[C:21]([C:25]([F:28])([F:27])[F:26])[CH:20]=4)[CH:14]=[CH:15][CH:16]=3)=[CH:9][CH:8]=[N:7][C:6]=12.[CH3:30][N:31]1[CH2:36][CH2:35][N:34]([C:37]2[CH:42]=[CH:41][C:40](B3OC(C)(C)C(C)(C)O3)=[CH:39][CH:38]=2)[CH2:33][CH2:32]1. The product is [CH3:30][N:31]1[CH2:36][CH2:35][N:34]([C:37]2[CH:38]=[CH:39][C:40]([C:2]3[CH:3]=[N:4][N:5]4[C:10]([C:11]5[CH:12]=[C:13]([NH:17][C:18](=[O:29])[C:19]6[CH:24]=[CH:23][CH:22]=[C:21]([C:25]([F:28])([F:27])[F:26])[CH:20]=6)[CH:14]=[CH:15][CH:16]=5)=[CH:9][CH:8]=[N:7][C:6]=34)=[CH:41][CH:42]=2)[CH2:33][CH2:32]1. (3) The reactants are [NH:1]1[C:9]2[C:4](=[CH:5][CH:6]=[CH:7][CH:8]=2)[CH:3]=[C:2]1[C:10]([OH:12])=[O:11].S(Cl)(Cl)=O.[CH2:17](O)[CH3:18]. No catalyst specified. The product is [CH2:17]([O:11][C:10]([C:2]1[NH:1][C:9]2[C:4]([CH:3]=1)=[CH:5][CH:6]=[CH:7][CH:8]=2)=[O:12])[CH3:18]. The yield is 0.855. (4) The reactants are Cl.[CH3:2][O:3][C:4]([C:6]1[CH:7]=[C:8]2[C:13](=[C:14]([CH:16]3[CH2:20][CH2:19][CH2:18][N:17]3C(OC(C)(C)C)=O)[CH:15]=1)[O:12][C:11]([N:28]1[CH2:33][CH2:32][O:31][CH2:30][CH2:29]1)=[CH:10][C:9]2=[O:34])=[O:5].C(Cl)Cl. The catalyst is O1CCOCC1. The product is [O:31]1[CH2:30][CH2:29][N:28]([C:11]2[O:12][C:13]3[C:8]([C:9](=[O:34])[CH:10]=2)=[CH:7][C:6]([C:4]([O:3][CH3:2])=[O:5])=[CH:15][C:14]=3[CH:16]2[CH2:20][CH2:19][CH2:18][NH:17]2)[CH2:33][CH2:32]1. The yield is 0.830.